Task: Predict the reactants needed to synthesize the given product.. Dataset: Retrosynthesis with 50K atom-mapped reactions and 10 reaction types from USPTO (1) Given the product NCC(N)=O, predict the reactants needed to synthesize it. The reactants are: CC(C)(C)OC(=O)NCC(N)=O. (2) Given the product Cc1ccc(-c2ccc(Cl)cc2)cc1C#CC(C)(C)OCC(=O)O, predict the reactants needed to synthesize it. The reactants are: COC(=O)COC(C)(C)C#Cc1cc(-c2ccc(Cl)cc2)ccc1C. (3) Given the product C[C@H](c1ccc(CO)cc1)n1cc(C[C@@H]2C(=O)NC=CN2S(=O)(=O)c2ccc(Cl)c(Cl)c2)nn1, predict the reactants needed to synthesize it. The reactants are: COC(=O)c1ccc([C@@H](C)n2cc(C[C@@H]3C(=O)NC=CN3S(=O)(=O)c3ccc(Cl)c(Cl)c3)nn2)cc1. (4) Given the product CC(C)(C)OC(=O)n1c(-c2ccc(CO)cn2)ccc1C(CC1CCOCC1)c1ccc(S(=O)(=O)C2CC2)cc1, predict the reactants needed to synthesize it. The reactants are: CC(C)(C)OC(=O)n1c(-c2ccc(C=O)cn2)ccc1C(CC1CCOCC1)c1ccc(S(=O)(=O)C2CC2)cc1. (5) The reactants are: COC(=O)Cc1ccc(OS(=O)(=O)C(F)(F)F)c(Cl)c1.COc1ccc(B(O)O)cc1. Given the product COC(=O)Cc1ccc(-c2ccc(OC)cc2)c(Cl)c1, predict the reactants needed to synthesize it. (6) Given the product CCOC(=O)CCCOc1ccc(-c2noc(-c3ccc(OC(C)C)c(C#N)c3)n2)cc1, predict the reactants needed to synthesize it. The reactants are: CC(C)Oc1ccc(-c2nc(-c3ccc(O)cc3)no2)cc1C#N.CCOC(=O)CCCBr. (7) Given the product Nc1cc(F)c(-n2ccnc2)c(F)c1, predict the reactants needed to synthesize it. The reactants are: Nc1cc(F)c(-n2cnc(Cl)c2)c(F)c1.